Dataset: Forward reaction prediction with 1.9M reactions from USPTO patents (1976-2016). Task: Predict the product of the given reaction. (1) Given the reactants N1([C:6]2[CH:11]=[CH:10][C:9]([NH:12][C:13]([C:15]3([NH2:20])[CH2:19][CH2:18][CH2:17][CH2:16]3)=[O:14])=[CH:8][CH:7]=2)C=NC=N1.[O:21]1[C:25](C2C=CC(N)=CC=2)=[CH:24][N:23]=[CH:22]1, predict the reaction product. The product is: [NH2:20][C:15]1([C:13]([NH:12][C:9]2[CH:8]=[CH:7][C:6]([C:25]3[O:21][CH:22]=[N:23][CH:24]=3)=[CH:11][CH:10]=2)=[O:14])[CH2:16][CH2:17][CH2:18][CH2:19]1. (2) Given the reactants C(=O)([O-])[O-].[Cs+].[Cs+].Br[CH2:8][C:9]([N:11]1[CH2:26][CH2:25][C:14]2([CH2:17][N:16]([C:18]([O:20][C:21]([CH3:24])([CH3:23])[CH3:22])=[O:19])[CH2:15]2)[CH2:13][CH2:12]1)=[O:10].[OH:27][C:28]1[CH:35]=[CH:34][C:31]([C:32]#[N:33])=[CH:30][C:29]=1[CH:36]([CH3:38])[CH3:37], predict the reaction product. The product is: [C:32]([C:31]1[CH:34]=[CH:35][C:28]([O:27][CH2:8][C:9]([N:11]2[CH2:26][CH2:25][C:14]3([CH2:17][N:16]([C:18]([O:20][C:21]([CH3:24])([CH3:23])[CH3:22])=[O:19])[CH2:15]3)[CH2:13][CH2:12]2)=[O:10])=[C:29]([CH:36]([CH3:38])[CH3:37])[CH:30]=1)#[N:33]. (3) The product is: [CH3:16][C@@H:12]1[CH2:13][CH2:14][CH2:15][N:11]1[CH2:10][CH2:9][C:7]1[NH:6][C:5]2[CH:17]=[CH:18][C:2]([C:24]3[CH:25]=[CH:26][C:21]([C:19]#[N:20])=[CH:22][CH:23]=3)=[CH:3][C:4]=2[N:8]=1. Given the reactants Br[C:2]1[CH:18]=[CH:17][C:5]2[NH:6][C:7]([CH2:9][CH2:10][N:11]3[CH2:15][CH2:14][CH2:13][CH:12]3[CH3:16])=[N:8][C:4]=2[CH:3]=1.[C:19]([C:21]1[CH:26]=[CH:25][C:24](B(O)O)=[CH:23][CH:22]=1)#[N:20].C([O-])([O-])=O.[Na+].[Na+], predict the reaction product. (4) Given the reactants [N-:1]=[N+:2]=[N-:3].[Na+].Cl[C:6]1[N:11]=[CH:10][N:9]=[C:8]([O:12][C:13]2[CH:18]=[CH:17][CH:16]=[CH:15][C:14]=2/[C:19](=[CH:24]\[O:25][CH3:26])/[C:20]([O:22][CH3:23])=[O:21])[CH:7]=1.O, predict the reaction product. The product is: [N:1]([C:6]1[N:11]=[CH:10][N:9]=[C:8]([O:12][C:13]2[CH:18]=[CH:17][CH:16]=[CH:15][C:14]=2/[C:19](=[CH:24]\[O:25][CH3:26])/[C:20]([O:22][CH3:23])=[O:21])[CH:7]=1)=[N+:2]=[N-:3]. (5) Given the reactants C[O:2][C:3]([C:5]1[N:6]=[C:7]([C:10]2[CH:15]=[CH:14][C:13]([NH:16][C:17]([O:19][CH2:20][C:21]3[CH:26]=[CH:25][CH:24]=[CH:23][CH:22]=3)=[O:18])=[CH:12][C:11]=2[F:27])[O:8][CH:9]=1)=O.[H-].[Al+3].[Li+].[H-].[H-].[H-], predict the reaction product. The product is: [F:27][C:11]1[CH:12]=[C:13]([NH:16][C:17](=[O:18])[O:19][CH2:20][C:21]2[CH:22]=[CH:23][CH:24]=[CH:25][CH:26]=2)[CH:14]=[CH:15][C:10]=1[C:7]1[O:8][CH:9]=[C:5]([CH2:3][OH:2])[N:6]=1. (6) Given the reactants Br[C:2]1[CH:23]=[CH:22][C:5]([O:6][CH2:7][CH:8]2[CH2:13][CH2:12][N:11]([CH2:14][C:15]3([F:21])[CH2:20][CH2:19][CH2:18][CH2:17][CH2:16]3)[CH2:10][CH2:9]2)=[CH:4][CH:3]=1.[CH3:24][O:25][C:26]([C:28]1[CH:33]=[CH:32][C:31](B(O)O)=[CH:30][CH:29]=1)=[O:27].C([O-])([O-])=O.[Cs+].[Cs+].O1CCOCC1, predict the reaction product. The product is: [F:21][C:15]1([CH2:14][N:11]2[CH2:12][CH2:13][CH:8]([CH2:7][O:6][C:5]3[CH:22]=[CH:23][C:2]([C:31]4[CH:32]=[CH:33][C:28]([C:26]([O:25][CH3:24])=[O:27])=[CH:29][CH:30]=4)=[CH:3][CH:4]=3)[CH2:9][CH2:10]2)[CH2:20][CH2:19][CH2:18][CH2:17][CH2:16]1.